Dataset: Catalyst prediction with 721,799 reactions and 888 catalyst types from USPTO. Task: Predict which catalyst facilitates the given reaction. (1) Reactant: [CH2:1]([NH:4][C:5]1[C:6]([CH3:18])=[C:7]([CH:11]=[CH:12][C:13]=1[S:14]([CH3:17])(=[O:16])=[O:15])[C:8]([OH:10])=O)[CH:2]=[CH2:3].[OH:19][C:20]1[N:24]([CH3:25])[N:23]=[CH:22][CH:21]=1.Cl.CN(C)CCCN=C=NCC.CCN(CC)CC.[Si](C#N)(C)(C)C.[C-]#N.[K+]. Product: [CH2:1]([NH:4][C:5]1[C:6]([CH3:18])=[C:7]([CH:11]=[CH:12][C:13]=1[S:14]([CH3:17])(=[O:16])=[O:15])[C:8]([C:21]1[CH:22]=[N:23][N:24]([CH3:25])[C:20]=1[OH:19])=[O:10])[CH:2]=[CH2:3]. The catalyst class is: 23. (2) Reactant: Cl[CH2:2][N:3]1[CH:7]=[CH:6][C:5]([C:8]#[N:9])=[CH:4]1.[F:10][C:11]([F:20])([F:19])[CH2:12][CH2:13][CH:14]([C:17]#[N:18])[C:15]#[N:16].C(=O)([O-])[O-].[K+].[K+].O. Product: [C:8]([C:5]1[CH:6]=[CH:7][N:3]([CH2:2][C:14]([CH2:13][CH2:12][C:11]([F:10])([F:19])[F:20])([C:15]#[N:16])[C:17]#[N:18])[CH:4]=1)#[N:9]. The catalyst class is: 9.